Dataset: Forward reaction prediction with 1.9M reactions from USPTO patents (1976-2016). Task: Predict the product of the given reaction. (1) The product is: [CH2:1]([N:8]1[CH2:13][CH2:12][CH:11]([N:14]2[CH2:22][C:23]3=[CH:27][N:26]=[C:25]([CH2:47][N:48]([CH3:50])[CH3:49])[N:24]3[C:53]2=[O:55])[CH2:10][CH2:9]1)[C:2]1[CH:3]=[CH:4][CH:5]=[CH:6][CH:7]=1. Given the reactants [CH2:1]([N:8]1[CH2:13][CH2:12][CH:11]([N:14]([CH2:22][C:23]2[N:24]=[C:25]([CH2:47][N:48]([CH3:50])[CH3:49])[N:26](C(C3C=CC=CC=3)(C3C=CC=CC=3)C3C=CC=CC=3)[CH:27]=2)C(=O)OC(C)(C)C)[CH2:10][CH2:9]1)[C:2]1[CH:7]=[CH:6][CH:5]=[CH:4][CH:3]=1.FC(F)(F)[C:53]([OH:55])=O, predict the reaction product. (2) Given the reactants [OH-].[Na+].[Cl:3][C:4]1[CH:5]=[C:6]([C:14]2[O:18][N:17]=[C:16]([C:19]3[CH:24]=[CH:23][N:22]=[C:21]4[N:25]([CH2:28][CH2:29][C:30]([O:32]CC)=[O:31])[CH:26]=[CH:27][C:20]=34)[N:15]=2)[CH:7]=[N:8][C:9]=1[O:10][CH:11]([CH3:13])[CH3:12], predict the reaction product. The product is: [Cl:3][C:4]1[CH:5]=[C:6]([C:14]2[O:18][N:17]=[C:16]([C:19]3[CH:24]=[CH:23][N:22]=[C:21]4[N:25]([CH2:28][CH2:29][C:30]([OH:32])=[O:31])[CH:26]=[CH:27][C:20]=34)[N:15]=2)[CH:7]=[N:8][C:9]=1[O:10][CH:11]([CH3:13])[CH3:12]. (3) Given the reactants FC1C=C(F)C=CC=1C(Cl)=O.[F:12][C:13]1[CH:18]=[C:17]([F:19])[CH:16]=[CH:15][C:14]=1[C:20]([N:22]=[C:23]=[S:24])=[O:21].[CH3:25][O:26][C:27]1[CH:28]=[C:29]2[C:34](=[CH:35][C:36]=1[O:37][CH3:38])[N:33]=[CH:32][CH:31]=[C:30]2[O:39][C:40]1[CH:46]=[CH:45][C:43]([NH2:44])=[C:42]([CH3:47])[C:41]=1[CH3:48].C1(C)C=CC=CC=1, predict the reaction product. The product is: [F:12][C:13]1[CH:18]=[C:17]([F:19])[CH:16]=[CH:15][C:14]=1[C:20]([N:22]=[C:23]=[S:24])=[O:21].[F:12][C:13]1[CH:18]=[C:17]([F:19])[CH:16]=[CH:15][C:14]=1[C:20]([NH:22][C:23]([NH:44][C:43]1[CH:45]=[CH:46][C:40]([O:39][C:30]2[C:29]3[C:34](=[CH:35][C:36]([O:37][CH3:38])=[C:27]([O:26][CH3:25])[CH:28]=3)[N:33]=[CH:32][CH:31]=2)=[C:41]([CH3:48])[C:42]=1[CH3:47])=[S:24])=[O:21].